Dataset: Full USPTO retrosynthesis dataset with 1.9M reactions from patents (1976-2016). Task: Predict the reactants needed to synthesize the given product. (1) Given the product [CH3:1][C:2]1[CH:7]=[C:6]([CH3:8])[N:5]=[C:4]([N:9]2[CH2:16][CH:15]3[CH2:14][N:13]([C:25]([C:24]4[CH:28]=[CH:29][CH:30]=[CH:31][C:23]=4[C:21]#[N:22])=[O:26])[CH2:12][CH:11]3[CH2:10]2)[N:3]=1, predict the reactants needed to synthesize it. The reactants are: [CH3:1][C:2]1[CH:7]=[C:6]([CH3:8])[N:5]=[C:4]([N:9]2[CH2:16][CH:15]3[CH:11]([CH2:12][NH:13][CH2:14]3)[CH2:10]2)[N:3]=1.CC(O)=O.[C:21]([C:23]1[CH:31]=[CH:30][CH:29]=[CH:28][C:24]=1[C:25](O)=[O:26])#[N:22]. (2) Given the product [CH3:23][C@H:21]1[CH2:22][C@@H:30]([CH3:35])[CH2:31][CH2:19][C@@H:20]1[C:10]([OH:13])=[O:11], predict the reactants needed to synthesize it. The reactants are: C([C@H]1C[O:11][C:10](=[O:13])N1C(=O)/C=C/C)C1C=CC=CC=1.[CH2:19]=[CH:20][C:21](=[CH2:23])[CH3:22].[Al](Cl)(CC)CC.[C:30]1(C)[CH:35]=CC=C[CH:31]=1.Cl. (3) The reactants are: [C:1]([O:5][C:6]([NH:8][C@H:9]1[CH2:13][CH2:12][NH:11][CH2:10]1)=[O:7])([CH3:4])([CH3:3])[CH3:2].[CH:14]1[C:23]2[C:18](=[CH:19][CH:20]=[CH:21][CH:22]=2)[CH:17]=[CH:16][C:15]=1[CH:24]=O. Given the product [CH:14]1[C:23]2[C:18](=[CH:19][CH:20]=[CH:21][CH:22]=2)[CH:17]=[CH:16][C:15]=1[CH2:24][N:11]1[CH2:12][CH2:13][C@H:9]([NH:8][C:6]([O:5][C:1]([CH3:4])([CH3:2])[CH3:3])=[O:7])[CH2:10]1, predict the reactants needed to synthesize it. (4) Given the product [C:1]([C:3]1[CH:4]=[C:5]([C:9]2[NH:23][N:22]=[C:11]([C:12]([O:14][CH2:15][CH3:16])=[O:13])[C:10]=2[CH3:18])[CH:6]=[CH:7][CH:8]=1)#[N:2], predict the reactants needed to synthesize it. The reactants are: [C:1]([C:3]1[CH:4]=[C:5]([C:9](=O)/[C:10](/[CH3:18])=[C:11](\[O-])/[C:12]([O:14][CH2:15][CH3:16])=[O:13])[CH:6]=[CH:7][CH:8]=1)#[N:2].[Li+].Cl.[NH2:22][NH2:23]. (5) Given the product [N:4]1([C:7]2[CH:13]=[CH:12][C:10]([NH:11][C:14]([N:32]3[CH2:31][CH2:30][C:29]4[C:34](=[C:35]([N:38]5[CH2:39][CH2:40][N:41]([CH3:44])[CH2:42][CH2:43]5)[CH:36]=[CH:37][C:28]=4[O:27][CH3:26])[CH2:33]3)=[O:15])=[CH:9][CH:8]=2)[CH2:5][CH2:6][S:1][CH2:2][CH2:3]1, predict the reactants needed to synthesize it. The reactants are: [S:1]1[CH2:6][CH2:5][N:4]([C:7]2[CH:13]=[CH:12][C:10]([NH2:11])=[CH:9][CH:8]=2)[CH2:3][CH2:2]1.[C:14](N1C=CN=C1)(N1C=CN=C1)=[O:15].[CH3:26][O:27][C:28]1[CH:37]=[CH:36][C:35]([N:38]2[CH2:43][CH2:42][N:41]([CH3:44])[CH2:40][CH2:39]2)=[C:34]2[C:29]=1[CH2:30][CH2:31][NH:32][CH2:33]2.C(N(CC)CC)C. (6) Given the product [C:11]1([CH3:10])[C:16]([S:24]([OH:27])(=[O:26])=[O:25])=[CH:15][CH:14]=[CH:13][CH:12]=1.[NH2:2][CH2:3][C:4](=[O:17])[CH2:5][CH2:6][C:7]([O:9][CH2:10][C:11]1[CH:12]=[CH:13][CH:14]=[CH:15][CH:16]=1)=[O:8], predict the reactants needed to synthesize it. The reactants are: Cl.[NH2:2][CH2:3][C:4](=[O:17])[CH2:5][CH2:6][C:7]([O:9][CH2:10][C:11]1[CH:16]=[CH:15][CH:14]=[CH:13][CH:12]=1)=[O:8].C1(C)C=CC([S:24]([OH:27])(=[O:26])=[O:25])=CC=1. (7) Given the product [OH:60][CH2:59][CH2:61][O:45][C:44](=[O:46])[C:43]1[CH:47]=[CH:48][C:49]([CH3:50])=[C:41]([N:37]2[C:38]([CH3:40])=[CH:39][C:34]([O:33][CH2:32][C:31]3[CH:53]=[CH:54][C:55]([F:57])=[CH:56][C:30]=3[CH2:29][NH:28][C:27]([NH:26][C:7]3[N:8]([C:10]4[CH:15]=[CH:14][CH:13]=[C:12]([O:16][CH2:17][CH2:18][O:19][CH:20]5[CH2:25][CH2:24][CH2:23][CH2:22][O:21]5)[CH:11]=4)[N:9]=[C:5]([C:1]([CH3:2])([CH3:3])[CH3:4])[CH:6]=3)=[O:58])=[C:35]([Cl:52])[C:36]2=[O:51])[CH:42]=1, predict the reactants needed to synthesize it. The reactants are: [C:1]([C:5]1[CH:6]=[C:7]([NH:26][C:27](=[O:58])[NH:28][CH2:29][C:30]2[CH:56]=[C:55]([F:57])[CH:54]=[CH:53][C:31]=2[CH2:32][O:33][C:34]2[CH:39]=[C:38]([CH3:40])[N:37]([C:41]3[CH:42]=[C:43]([CH:47]=[CH:48][C:49]=3[CH3:50])[C:44]([OH:46])=[O:45])[C:36](=[O:51])[C:35]=2[Cl:52])[N:8]([C:10]2[CH:15]=[CH:14][CH:13]=[C:12]([O:16][CH2:17][CH2:18][O:19][CH:20]3[CH2:25][CH2:24][CH2:23][CH2:22][O:21]3)[CH:11]=2)[N:9]=1)([CH3:4])([CH3:3])[CH3:2].[CH2:59]([CH2:61]N)[OH:60].C1N=CN(C(N2C=NC=C2)=O)C=1.